From a dataset of NCI-60 drug combinations with 297,098 pairs across 59 cell lines. Regression. Given two drug SMILES strings and cell line genomic features, predict the synergy score measuring deviation from expected non-interaction effect. (1) Drug 1: C(CC(=O)O)C(=O)CN.Cl. Drug 2: CC1C(C(CC(O1)OC2CC(CC3=C2C(=C4C(=C3O)C(=O)C5=CC=CC=C5C4=O)O)(C(=O)C)O)N)O. Cell line: CCRF-CEM. Synergy scores: CSS=38.7, Synergy_ZIP=-7.04, Synergy_Bliss=-9.53, Synergy_Loewe=-14.9, Synergy_HSA=-5.47. (2) Drug 1: CCCS(=O)(=O)NC1=C(C(=C(C=C1)F)C(=O)C2=CNC3=C2C=C(C=N3)C4=CC=C(C=C4)Cl)F. Drug 2: C1=CC=C(C=C1)NC(=O)CCCCCCC(=O)NO. Cell line: IGROV1. Synergy scores: CSS=12.2, Synergy_ZIP=1.68, Synergy_Bliss=1.54, Synergy_Loewe=0.430, Synergy_HSA=0.763. (3) Drug 1: CCN(CC)CCNC(=O)C1=C(NC(=C1C)C=C2C3=C(C=CC(=C3)F)NC2=O)C. Drug 2: C1CC(=O)NC(=O)C1N2C(=O)C3=CC=CC=C3C2=O. Cell line: OVCAR-5. Synergy scores: CSS=-4.32, Synergy_ZIP=0.780, Synergy_Bliss=-3.17, Synergy_Loewe=-6.44, Synergy_HSA=-6.71. (4) Drug 1: C1CCC(C1)C(CC#N)N2C=C(C=N2)C3=C4C=CNC4=NC=N3. Drug 2: CS(=O)(=O)CCNCC1=CC=C(O1)C2=CC3=C(C=C2)N=CN=C3NC4=CC(=C(C=C4)OCC5=CC(=CC=C5)F)Cl. Cell line: SK-MEL-28. Synergy scores: CSS=-7.64, Synergy_ZIP=3.13, Synergy_Bliss=4.34, Synergy_Loewe=-2.07, Synergy_HSA=-0.328. (5) Drug 1: CC1=C(C(=CC=C1)Cl)NC(=O)C2=CN=C(S2)NC3=CC(=NC(=N3)C)N4CCN(CC4)CCO. Drug 2: C#CCC(CC1=CN=C2C(=N1)C(=NC(=N2)N)N)C3=CC=C(C=C3)C(=O)NC(CCC(=O)O)C(=O)O. Cell line: SNB-19. Synergy scores: CSS=53.6, Synergy_ZIP=-0.346, Synergy_Bliss=-2.77, Synergy_Loewe=-10.9, Synergy_HSA=-2.42. (6) Drug 1: CN(CC1=CN=C2C(=N1)C(=NC(=N2)N)N)C3=CC=C(C=C3)C(=O)NC(CCC(=O)O)C(=O)O. Cell line: BT-549. Drug 2: CC(C)CN1C=NC2=C1C3=CC=CC=C3N=C2N. Synergy scores: CSS=16.7, Synergy_ZIP=-2.62, Synergy_Bliss=-0.631, Synergy_Loewe=-12.0, Synergy_HSA=-2.56. (7) Drug 1: CS(=O)(=O)C1=CC(=C(C=C1)C(=O)NC2=CC(=C(C=C2)Cl)C3=CC=CC=N3)Cl. Drug 2: C1=CC=C(C(=C1)C(C2=CC=C(C=C2)Cl)C(Cl)Cl)Cl. Cell line: OVCAR-4. Synergy scores: CSS=8.74, Synergy_ZIP=-1.53, Synergy_Bliss=3.58, Synergy_Loewe=1.79, Synergy_HSA=3.31. (8) Drug 1: CNC(=O)C1=CC=CC=C1SC2=CC3=C(C=C2)C(=NN3)C=CC4=CC=CC=N4. Drug 2: CS(=O)(=O)CCNCC1=CC=C(O1)C2=CC3=C(C=C2)N=CN=C3NC4=CC(=C(C=C4)OCC5=CC(=CC=C5)F)Cl. Cell line: MDA-MB-435. Synergy scores: CSS=-0.0200, Synergy_ZIP=2.72, Synergy_Bliss=6.50, Synergy_Loewe=-2.75, Synergy_HSA=0.848. (9) Drug 1: CC1=C(C=C(C=C1)NC(=O)C2=CC=C(C=C2)CN3CCN(CC3)C)NC4=NC=CC(=N4)C5=CN=CC=C5. Drug 2: CC1CCC2CC(C(=CC=CC=CC(CC(C(=O)C(C(C(=CC(C(=O)CC(OC(=O)C3CCCCN3C(=O)C(=O)C1(O2)O)C(C)CC4CCC(C(C4)OC)OCCO)C)C)O)OC)C)C)C)OC. Cell line: SR. Synergy scores: CSS=-10.6, Synergy_ZIP=4.04, Synergy_Bliss=1.33, Synergy_Loewe=-14.5, Synergy_HSA=-10.6.